From a dataset of Full USPTO retrosynthesis dataset with 1.9M reactions from patents (1976-2016). Predict the reactants needed to synthesize the given product. (1) Given the product [Br-:13].[CH2:6]([N+:3]1[CH:4]=[CH:5][O:1][CH:2]=1)[C:7]1[CH:12]=[CH:11][CH:10]=[CH:9][CH:8]=1, predict the reactants needed to synthesize it. The reactants are: [O:1]1[CH:5]=[CH:4][N:3]=[CH:2]1.[CH2:6]([Br:13])[C:7]1[CH:12]=[CH:11][CH:10]=[CH:9][CH:8]=1. (2) Given the product [F:19][C:18]([F:21])([F:20])[C:16]1[CH:17]=[C:12]([B:4]([OH:5])[OH:8])[CH:13]=[N:14][CH:15]=1, predict the reactants needed to synthesize it. The reactants are: C(O[B:4]([O:8]CC)[O:5]CC)C.Br[C:12]1[CH:13]=[N:14][CH:15]=[C:16]([C:18]([F:21])([F:20])[F:19])[CH:17]=1.C([Li])CCC.Cl.CCOC(C)=O.CCCC(C)C. (3) Given the product [CH3:29][O:28][C:25]1[N:24]2[N:30]=[C:31]([C:33]([F:36])([F:34])[F:35])[CH:32]=[C:23]2[C:22]([C:9]2[CH:10]=[CH:11][CH:12]=[C:13]3[C:18]=2[NH:17][C:16](=[O:19])[CH:15]=[CH:14]3)=[CH:27][CH:26]=1, predict the reactants needed to synthesize it. The reactants are: CC1(C)C(C)(C)OB([C:9]2[CH:10]=[CH:11][CH:12]=[C:13]3[C:18]=2[NH:17][C:16](=[O:19])[CH:15]=[CH:14]3)O1.Br[C:22]1[C:23]2[N:24]([N:30]=[C:31]([C:33]([F:36])([F:35])[F:34])[CH:32]=2)[C:25]([O:28][CH3:29])=[CH:26][CH:27]=1.C(=O)([O-])[O-].[Na+].[Na+].O. (4) Given the product [CH2:1]([O:3][C:4]1[CH:5]=[CH:6][C:7]([NH:10][C:11]([C:13]2[C:14]([NH:19][CH2:20][CH2:21][CH3:22])=[N:15][CH:16]=[CH:17][CH:18]=2)=[O:12])=[CH:8][CH:9]=1)[CH3:2], predict the reactants needed to synthesize it. The reactants are: [CH2:1]([O:3][C:4]1[CH:9]=[CH:8][C:7]([NH:10][C:11]([C:13]2[C:14]([NH:19][CH2:20][CH2:21][C:22]3C=CC=CC=3)=[N:15][CH:16]=[CH:17][CH:18]=2)=[O:12])=[CH:6][CH:5]=1)[CH3:2].C(N)CC1C=CC=CC=1.C(N)CC. (5) Given the product [I-:14].[CH2:2]([N+:16]1[CH:21]=[CH:20][C:19]([CH3:22])=[CH:18][C:17]=1[CH3:23])[CH2:3][CH2:4][CH2:5][CH2:6][CH2:7][C:8]#[C:9][CH2:10][CH2:11][CH2:12][CH3:13], predict the reactants needed to synthesize it. The reactants are: Cl[CH2:2][CH2:3][CH2:4][CH2:5][CH2:6][CH2:7][C:8]#[C:9][CH2:10][CH2:11][CH2:12][CH3:13].[I-:14].[K+].[N:16]1[CH:21]=[CH:20][C:19]([CH3:22])=[CH:18][C:17]=1[CH3:23]. (6) Given the product [CH2:23]([O:22][C:21]([N:11]1[CH2:10][CH2:9][NH:8][CH:7]([C:1]2[CH:2]=[CH:3][CH:4]=[CH:5][CH:6]=2)[CH2:12]1)=[O:20])[C:24]1[CH:29]=[CH:28][CH:27]=[CH:26][CH:25]=1, predict the reactants needed to synthesize it. The reactants are: [C:1]1([CH:7]2[CH2:12][NH:11][CH2:10][CH2:9][NH:8]2)[CH:6]=[CH:5][CH:4]=[CH:3][CH:2]=1.O=C1CCC(=O)N1[O:20][C:21](=O)[O:22][CH2:23][C:24]1[CH:29]=[CH:28][CH:27]=[CH:26][CH:25]=1. (7) Given the product [CH3:10][C@H:11]1[CH2:16][O:15][CH2:14][CH2:13][N:12]1[C:4]1[CH:5]=[C:6]([N:12]2[CH2:13][CH2:17][O:20][CH2:10][C@@H:11]2[CH3:16])[N:7]=[C:2]([NH2:1])[N:3]=1, predict the reactants needed to synthesize it. The reactants are: [NH2:1][C:2]1[N:7]=[C:6](Cl)[CH:5]=[C:4](Cl)[N:3]=1.[CH3:10][C@H:11]1[CH2:16][O:15][CH2:14][CH2:13][NH:12]1.[C:17](=[O:20])([O-])[O-].[Ca+2].